From a dataset of Catalyst prediction with 721,799 reactions and 888 catalyst types from USPTO. Predict which catalyst facilitates the given reaction. Reactant: [Cl-].[Al+3].[Cl-].[Cl-].[Cl:5][C:6]1[CH:14]=[C:13]([Cl:15])[CH:12]=[CH:11][C:7]=1[C:8](Cl)=O.[CH3:16][C:17]1[CH:18]=[C:19]2[N:24]([CH:25]=1)[CH:23]=[C:22]([C:26]([O:28][CH3:29])=[O:27])[CH:21]=[CH:20]2. Product: [Cl:5][C:6]1[CH:14]=[C:13]([Cl:15])[CH:12]=[CH:11][C:7]=1[CH2:8][C:25]1[N:24]2[C:19]([CH:20]=[CH:21][C:22]([C:26]([O:28][CH3:29])=[O:27])=[CH:23]2)=[CH:18][C:17]=1[CH3:16]. The catalyst class is: 4.